This data is from Peptide-MHC class II binding affinity with 134,281 pairs from IEDB. The task is: Regression. Given a peptide amino acid sequence and an MHC pseudo amino acid sequence, predict their binding affinity value. This is MHC class II binding data. (1) The peptide sequence is GELQIVDKIDAAVKI. The MHC is DRB1_1501 with pseudo-sequence DRB1_1501. The binding affinity (normalized) is 0.505. (2) The peptide sequence is GELQIVDKIEAAFKI. The MHC is DRB1_1101 with pseudo-sequence DRB1_1101. The binding affinity (normalized) is 0.546. (3) The peptide sequence is AVVGPPRRALRVVAP. The MHC is H-2-IAd with pseudo-sequence H-2-IAd. The binding affinity (normalized) is 0.177. (4) The peptide sequence is AVWVDGKARTAWVDS. The binding affinity (normalized) is 0.561. The MHC is DRB1_0901 with pseudo-sequence DRB1_0901. (5) The peptide sequence is DHGGACGYKDVDKPP. The MHC is HLA-DQA10301-DQB10302 with pseudo-sequence HLA-DQA10301-DQB10302. The binding affinity (normalized) is 0. (6) The peptide sequence is CADILAIASRVLVTM. The MHC is DRB1_1501 with pseudo-sequence DRB1_1501. The binding affinity (normalized) is 0.870. (7) The peptide sequence is ARARRAALAAAGASR. The MHC is DRB1_0405 with pseudo-sequence DRB1_0405. The binding affinity (normalized) is 0.160.